Dataset: Full USPTO retrosynthesis dataset with 1.9M reactions from patents (1976-2016). Task: Predict the reactants needed to synthesize the given product. (1) Given the product [N:39]1[CH:44]=[CH:43][CH:42]=[C:41]([NH:37][C:15]([C:12]2[CH:13]=[C:14]3[C:6]([C:4](=[O:5])[C:3]4[C:18]([F:29])=[CH:19][CH:20]=[C:21]([NH:22][S:23]([CH2:26][CH2:27][CH3:28])(=[O:25])=[O:24])[C:2]=4[F:1])=[CH:7][NH:8][C:9]3=[N:10][CH:11]=2)=[O:16])[CH:40]=1, predict the reactants needed to synthesize it. The reactants are: [F:1][C:2]1[C:21]([NH:22][S:23]([CH2:26][CH2:27][CH3:28])(=[O:25])=[O:24])=[CH:20][CH:19]=[C:18]([F:29])[C:3]=1[C:4]([C:6]1[C:14]2[C:9](=[N:10][CH:11]=[C:12]([C:15](O)=[O:16])[CH:13]=2)[NH:8][CH:7]=1)=[O:5].F[P-](F)(F)(F)(F)F.[N:37]1(OC(N(C)C)=[N+](C)C)[C:41]2[CH:42]=[CH:43][CH:44]=C[C:40]=2[N:39]=N1.C(N(CC)CC)C.N1C=CC=C(N)C=1. (2) Given the product [Cl:21][C:15]1[C:16]([Cl:20])=[CH:17][CH:18]=[CH:19][C:14]=1[C:12]1[N:11]=[C:10]([NH2:22])[N:9]=[C:8]([NH:6][CH2:1][CH2:2][CH2:3][CH2:4][CH3:5])[CH:13]=1, predict the reactants needed to synthesize it. The reactants are: [CH2:1]([NH2:6])[CH2:2][CH2:3][CH2:4][CH3:5].Cl[C:8]1[CH:13]=[C:12]([C:14]2[CH:19]=[CH:18][CH:17]=[C:16]([Cl:20])[C:15]=2[Cl:21])[N:11]=[C:10]([NH2:22])[N:9]=1. (3) Given the product [NH2:16][C:6]1[C:7]([Br:15])=[CH:8][C:9]([C:11]([F:14])([F:12])[F:13])=[CH:10][C:5]=1[C:4]([OH:17])=[O:3], predict the reactants needed to synthesize it. The reactants are: C([O:3][C:4](=[O:17])[C:5]1[CH:10]=[C:9]([C:11]([F:14])([F:13])[F:12])[CH:8]=[C:7]([Br:15])[C:6]=1[NH2:16])C.NC1C(Cl)=C(C=O)C(C(F)(F)F)=CC=1C(O)=O. (4) Given the product [CH2:12]([N:24]1[C:9](=[O:11])[C:3]2=[CH:2][S:1][CH:5]=[C:4]2[C:6]1=[O:7])[CH2:13][CH2:14][CH2:15][CH2:16][CH2:17][CH2:18][CH2:19][CH2:20][CH2:21][CH2:22][CH3:23], predict the reactants needed to synthesize it. The reactants are: [S:1]1[CH:5]=[C:4]([C:6](O)=[O:7])[C:3]([C:9]([OH:11])=O)=[CH:2]1.[CH2:12]([NH2:24])[CH2:13][CH2:14][CH2:15][CH2:16][CH2:17][CH2:18][CH2:19][CH2:20][CH2:21][CH2:22][CH3:23]. (5) Given the product [N:20]1[CH:21]=[CH:22][C:17]([NH:16][C:10](=[O:14])[C:11]([C:3]2[C:4]3[C:9](=[CH:8][CH:7]=[CH:6][CH:5]=3)[NH:1][CH:2]=2)=[O:12])=[CH:18][CH:19]=1, predict the reactants needed to synthesize it. The reactants are: [NH:1]1[C:9]2[C:4](=[CH:5][CH:6]=[CH:7][CH:8]=2)[CH:3]=[CH:2]1.[C:10](Cl)(=[O:14])[C:11](Cl)=[O:12].[NH2:16][C:17]1[CH:22]=[CH:21][N:20]=[CH:19][CH:18]=1. (6) Given the product [Cl:1][C:2]1[CH:10]=[C:9]2[C:5]([C:6]([C:11]([N:13]3[CH2:14][CH2:15][CH:16]([C:19]4[C:24]([O:25][CH3:26])=[CH:23][CH:22]=[CH:21][C:20]=4[O:27][CH3:28])[CH2:17][CH2:18]3)=[O:12])=[CH:7][N:8]2[CH2:30][C:31]([C:33]2[CH:38]=[CH:37][CH:36]=[CH:35][N:34]=2)=[O:32])=[CH:4][CH:3]=1, predict the reactants needed to synthesize it. The reactants are: [Cl:1][C:2]1[CH:10]=[C:9]2[C:5]([C:6]([C:11]([N:13]3[CH2:18][CH2:17][CH:16]([C:19]4[C:24]([O:25][CH3:26])=[CH:23][CH:22]=[CH:21][C:20]=4[O:27][CH3:28])[CH2:15][CH2:14]3)=[O:12])=[CH:7][NH:8]2)=[CH:4][CH:3]=1.Cl[CH2:30][C:31]([C:33]1[CH:38]=[CH:37][CH:36]=[CH:35][N:34]=1)=[O:32]. (7) Given the product [CH2:30]([O:29][C:27]([N:24]1[CH2:25][CH2:26][CH:21]([N:20]([CH2:18][CH3:19])[C:15](=[O:17])[CH2:14][CH:11]2[CH2:10][CH2:9][N:8]([C:6]([O:5][C:1]([CH3:2])([CH3:3])[CH3:4])=[O:7])[CH2:13][CH2:12]2)[CH2:22][CH2:23]1)=[O:28])[C:31]1[CH:36]=[CH:35][CH:34]=[CH:33][CH:32]=1, predict the reactants needed to synthesize it. The reactants are: [C:1]([O:5][C:6]([N:8]1[CH2:13][CH2:12][CH:11]([CH2:14][C:15]([OH:17])=O)[CH2:10][CH2:9]1)=[O:7])([CH3:4])([CH3:3])[CH3:2].[CH2:18]([NH:20][CH:21]1[CH2:26][CH2:25][N:24]([C:27]([O:29][CH2:30][C:31]2[CH:36]=[CH:35][CH:34]=[CH:33][CH:32]=2)=[O:28])[CH2:23][CH2:22]1)[CH3:19].C(N(CC)CC)C.